From a dataset of Forward reaction prediction with 1.9M reactions from USPTO patents (1976-2016). Predict the product of the given reaction. (1) Given the reactants C(OC([N:8]1[C@@H:16]2[C@@H:11]([CH2:12][CH2:13][CH2:14][CH2:15]2)[CH2:10][C@H:9]1[CH2:17][NH:18][CH2:19][C:20]([CH3:30])=[CH:21][C:22]1[CH:27]=[CH:26][C:25]([F:28])=[CH:24][C:23]=1[F:29])=O)(C)(C)C.C(N(CC)CC)C.[F:38][CH:39]([F:52])[O:40][C:41]1[CH:49]=[CH:48][C:44]([C:45](Cl)=[O:46])=[CH:43][C:42]=1[O:50][CH3:51].FC(F)(F)C(O)=O, predict the reaction product. The product is: [F:38][CH:39]([F:52])[O:40][C:41]1[CH:49]=[CH:48][C:44]([C:45]([N:18]([CH2:19]/[C:20](/[CH3:30])=[CH:21]/[C:22]2[CH:27]=[CH:26][C:25]([F:28])=[CH:24][C:23]=2[F:29])[CH2:17][C@@H:9]2[CH2:10][C@H:11]3[C@H:16]([CH2:15][CH2:14][CH2:13][CH2:12]3)[NH:8]2)=[O:46])=[CH:43][C:42]=1[O:50][CH3:51]. (2) The product is: [C:16]([C:15]1[CH:18]=[CH:19][C:12]([N:4]2[C@@H:5]([CH:7]3[CH2:11][CH2:10][CH2:9][CH2:8]3)[CH2:6][C:2]([C:33]3[CH:32]=[CH:31][C:25]([C:26]([O:28][CH2:29][CH3:30])=[O:27])=[C:24]([O:23][CH2:21][CH3:22])[N:34]=3)=[N:3]2)=[N:13][C:14]=1[CH3:20])#[N:17]. Given the reactants Cl[C:2]1[CH2:6][C@H:5]([CH:7]2[CH2:11][CH2:10][CH2:9][CH2:8]2)[N:4]([C:12]2[CH:19]=[CH:18][C:15]([C:16]#[N:17])=[C:14]([CH3:20])[N:13]=2)[N:3]=1.[CH2:21]([O:23][C:24]1[N:34]=[C:33](B2OC(C)(C)C(C)(C)O2)[CH:32]=[CH:31][C:25]=1[C:26]([O:28][CH2:29][CH3:30])=[O:27])[CH3:22], predict the reaction product. (3) The product is: [CH3:7][O:6][C:4](=[O:5])[CH:3]([NH:2][C:15]([O:17][C:18]([CH3:21])([CH3:20])[CH3:19])=[O:16])[C:8]1[CH:9]=[CH:10][C:11]([OH:14])=[CH:12][CH:13]=1. Given the reactants Cl.[NH2:2][C@@H:3]([C:8]1[CH:13]=[CH:12][C:11]([OH:14])=[CH:10][CH:9]=1)[C:4]([O:6][CH3:7])=[O:5].[C:15](O[C:15]([O:17][C:18]([CH3:21])([CH3:20])[CH3:19])=[O:16])([O:17][C:18]([CH3:21])([CH3:20])[CH3:19])=[O:16].C(N(CC)CC)C, predict the reaction product. (4) Given the reactants [C:1]([O:4][C@@H:5]1[C@H:9]([O:10][C:11](=[O:13])[CH3:12])[C@@H:8]([C:14]2[O:18][N:17]=[C:16]([C:19]([CH3:22])([CH3:21])[CH3:20])[CH:15]=2)[O:7][C@H:6]1[N:23]1[CH:31]=[N:30][C:29]2[C:24]1=[N:25][CH:26]=[N:27][C:28]=2[NH:32][CH:33]1[CH2:38][CH2:37][N:36](C(OC(C)(C)C)=O)[CH2:35][CH2:34]1)(=[O:3])[CH3:2], predict the reaction product. The product is: [C:1]([O:4][C@@H:5]1[C@H:9]([O:10][C:11](=[O:13])[CH3:12])[C@@H:8]([C:14]2[O:18][N:17]=[C:16]([C:19]([CH3:22])([CH3:21])[CH3:20])[CH:15]=2)[O:7][C@H:6]1[N:23]1[CH:31]=[N:30][C:29]2[C:24]1=[N:25][CH:26]=[N:27][C:28]=2[NH:32][CH:33]1[CH2:38][CH2:37][NH:36][CH2:35][CH2:34]1)(=[O:3])[CH3:2].